This data is from Full USPTO retrosynthesis dataset with 1.9M reactions from patents (1976-2016). The task is: Predict the reactants needed to synthesize the given product. (1) Given the product [CH3:32][N:4]1[C:3](=[O:31])[CH:2]([CH3:1])[N:6]([C:7]2[CH:12]=[CH:11][C:10]([C:13]([N:15]3[CH2:16][CH2:17][N:18]([C:21]4[C:26]([CH3:27])=[CH:25][C:24]([CH3:28])=[C:23]([CH3:29])[N:22]=4)[CH2:19][CH2:20]3)=[O:14])=[CH:9][CH:8]=2)[C:5]1=[O:30], predict the reactants needed to synthesize it. The reactants are: [CH3:1][CH:2]1[N:6]([C:7]2[CH:12]=[CH:11][C:10]([C:13]([N:15]3[CH2:20][CH2:19][N:18]([C:21]4[C:26]([CH3:27])=[CH:25][C:24]([CH3:28])=[C:23]([CH3:29])[N:22]=4)[CH2:17][CH2:16]3)=[O:14])=[CH:9][CH:8]=2)[C:5](=[O:30])[NH:4][C:3]1=[O:31].[CH3:32]I. (2) Given the product [CH3:18][C:12]1[N:11]2[C:5]3[CH:4]=[CH:3][C:2]([Cl:1])=[CH:26][C:6]=3[C:7]([C:19]3[CH:24]=[CH:23][CH:22]=[CH:21][C:20]=3[Cl:25])=[N:8][CH2:9][C:10]2=[CH:14][N:13]=1, predict the reactants needed to synthesize it. The reactants are: [Cl:1][C:2]1[CH:3]=[CH:4][C:5]2[N:11]3[C:12]([CH3:18])=[N:13][C:14](C(O)=O)=[C:10]3[CH2:9][N:8]=[C:7]([C:19]3[CH:24]=[CH:23][CH:22]=[CH:21][C:20]=3[Cl:25])[C:6]=2[CH:26]=1.FF. (3) Given the product [F:21][CH:2]1[CH2:7][CH2:6][CH:5]([C:8]([O:10][C:11]([CH3:14])([CH3:13])[CH3:12])=[O:9])[CH2:4][CH2:3]1, predict the reactants needed to synthesize it. The reactants are: O[CH:2]1[CH2:7][CH2:6][CH:5]([C:8]([O:10][C:11]([CH3:14])([CH3:13])[CH3:12])=[O:9])[CH2:4][CH2:3]1.CCN(S(F)(F)[F:21])CC. (4) Given the product [CH3:13][C:12]([OH:14])([CH2:11][CH2:10][CH:9]=[C:8]([CH3:15])[CH3:7])[C:1]#[CH:2], predict the reactants needed to synthesize it. The reactants are: [CH:1]#[C:2]C.C=C=C.[CH3:7][C:8]([CH3:15])=[CH:9][CH2:10][CH2:11][C:12](=[O:14])[CH3:13].C#C. (5) Given the product [NH2:17][C:15]1[N:14]=[CH:13][N:12]=[C:11]2[N:10]([CH:18]([CH3:19])[CH3:20])[N:9]=[C:8]([C:5]3[CH:6]=[CH:7][C:2]([NH:1][CH:31]([CH3:30])[CH2:32][OH:33])=[C:3]([O:21][CH3:22])[CH:4]=3)[C:16]=12, predict the reactants needed to synthesize it. The reactants are: [NH2:1][C:2]1[CH:7]=[CH:6][C:5]([C:8]2[C:16]3[C:11](=[N:12][CH:13]=[N:14][C:15]=3[NH2:17])[N:10]([CH:18]([CH3:20])[CH3:19])[N:9]=2)=[CH:4][C:3]=1[O:21][CH3:22].C([O-])([O-])=O.[K+].[K+].Br[CH2:30][CH2:31][CH2:32][OH:33]. (6) Given the product [Cl:1][C:2]1[CH:3]=[CH:4][C:5]2[N:11]([C:12](=[O:21])[C:13]3[CH:14]=[CH:15][C:16]([CH2:19][NH:38][C:37]4[CH:6]=[CH:32][CH:2]=[CH:3][C:33]=4[CH3:34])=[CH:17][CH:18]=3)[CH2:10][CH2:9][CH2:8][CH:7]([CH2:22][C:23]([N:25]3[CH2:30][CH2:29][N:28]([CH3:31])[CH2:27][CH2:26]3)=[O:24])[C:6]=2[CH:32]=1, predict the reactants needed to synthesize it. The reactants are: [Cl:1][C:2]1[CH:3]=[CH:4][C:5]2[N:11]([C:12](=[O:21])[C:13]3[CH:18]=[CH:17][C:16]([CH:19]=O)=[CH:15][CH:14]=3)[CH2:10][CH2:9][CH2:8][CH:7]([CH2:22][C:23]([N:25]3[CH2:30][CH2:29][N:28]([CH3:31])[CH2:27][CH2:26]3)=[O:24])[C:6]=2[CH:32]=1.[C:33](O)(=O)[CH3:34].[C:37]([BH3-])#[N:38].[Na+]. (7) Given the product [C:1]([N:4]1[CH2:9][CH2:8][N:7]([C:10]2[CH:11]=[CH:12][C:13]([NH:16][C:17](=[O:27])[CH2:18][C:19]3[CH:24]=[CH:23][C:22]([C:33]4[CH:32]=[CH:31][N:30]=[C:29]([CH3:28])[CH:34]=4)=[C:21]([F:26])[CH:20]=3)=[N:14][CH:15]=2)[CH2:6][CH2:5]1)(=[O:3])[CH3:2], predict the reactants needed to synthesize it. The reactants are: [C:1]([N:4]1[CH2:9][CH2:8][N:7]([C:10]2[CH:11]=[CH:12][C:13]([NH:16][C:17](=[O:27])[CH2:18][C:19]3[CH:24]=[CH:23][C:22](Cl)=[C:21]([F:26])[CH:20]=3)=[N:14][CH:15]=2)[CH2:6][CH2:5]1)(=[O:3])[CH3:2].[CH3:28][C:29]1[CH:34]=[C:33]([Sn](CCCC)(CCCC)CCCC)[CH:32]=[CH:31][N:30]=1.CS(C)=O. (8) Given the product [C:1]([C:3]1[CH:4]=[CH:5][C:6]([C@H:9]([O:12][CH:13]2[CH2:18][CH2:17][CH2:16][CH2:15][O:14]2)[CH2:10][O:11][CH3:19])=[CH:7][CH:8]=1)#[CH:2], predict the reactants needed to synthesize it. The reactants are: [C:1]([C:3]1[CH:8]=[CH:7][C:6]([C@H:9]([O:12][CH:13]2[CH2:18][CH2:17][CH2:16][CH2:15][O:14]2)[CH2:10][OH:11])=[CH:5][CH:4]=1)#[CH:2].[CH3:19]I.[OH-].[K+].[Cl-].[NH4+].Cl. (9) Given the product [Cl:20][C:3]1[C:4]2[C:5](=[N:6][C:7]([C:10]([OH:12])=[O:11])=[CH:8][CH:9]=2)[NH:1][CH:2]=1, predict the reactants needed to synthesize it. The reactants are: [NH:1]1[C:5]2=[N:6][C:7]([C:10]([OH:12])=[O:11])=[CH:8][CH:9]=[C:4]2[CH:3]=[CH:2]1.C1C(=O)N([Cl:20])C(=O)C1. (10) Given the product [F:1][C:2]1[CH:3]=[CH:4][C:5]([C:8]2[O:9][C:10]3[CH:20]=[C:19]([N:21]([CH3:26])[S:22]([CH3:25])(=[O:24])=[O:23])[C:18]([C:27]4[CH:28]=[CH:29][C:30]5[O:46][CH2:45][N:33]6[C:34]7[CH:35]=[CH:36][CH:37]=[C:38]([C:41]([OH:43])=[O:42])[C:39]=7[CH:40]=[C:32]6[C:31]=5[N:47]=4)=[CH:17][C:11]=3[C:12]=2[C:13](=[O:16])[NH:14][CH3:15])=[CH:6][CH:7]=1, predict the reactants needed to synthesize it. The reactants are: [F:1][C:2]1[CH:7]=[CH:6][C:5]([C:8]2[O:9][C:10]3[CH:20]=[C:19]([N:21]([CH3:26])[S:22]([CH3:25])(=[O:24])=[O:23])[C:18]([C:27]4[CH:28]=[CH:29][C:30]5[O:46][CH2:45][N:33]6[C:34]7[CH:35]=[CH:36][CH:37]=[C:38]([C:41]([O:43]C)=[O:42])[C:39]=7[CH:40]=[C:32]6[C:31]=5[N:47]=4)=[CH:17][C:11]=3[C:12]=2[C:13](=[O:16])[NH:14][CH3:15])=[CH:4][CH:3]=1.O[Li].O.Cl.